From a dataset of CYP2C9 inhibition data for predicting drug metabolism from PubChem BioAssay. Regression/Classification. Given a drug SMILES string, predict its absorption, distribution, metabolism, or excretion properties. Task type varies by dataset: regression for continuous measurements (e.g., permeability, clearance, half-life) or binary classification for categorical outcomes (e.g., BBB penetration, CYP inhibition). Dataset: cyp2c9_veith. The drug is O=S1(=O)CCN(c2ccccc2CC(c2c[nH]c3ccccc23)c2c[nH]c3ccccc23)CC1. The result is 1 (inhibitor).